Regression/Classification. Given a drug SMILES string, predict its absorption, distribution, metabolism, or excretion properties. Task type varies by dataset: regression for continuous measurements (e.g., permeability, clearance, half-life) or binary classification for categorical outcomes (e.g., BBB penetration, CYP inhibition). Dataset: cyp2c19_veith. From a dataset of CYP2C19 inhibition data for predicting drug metabolism from PubChem BioAssay. (1) The molecule is CNCCCCOc1ccccc1Cc1ccccc1. The result is 0 (non-inhibitor). (2) The compound is N#CCCn1c(=O)c(-c2cccs2)nc2cnc(N3CCOCC3)nc21. The result is 0 (non-inhibitor). (3) The molecule is CC1(C)C(=O)C(c2ccccc2)=C2CN3C(=O)N(CCc4ccccc4)C(=O)C3(Cc3ccccc3)C=C21. The result is 0 (non-inhibitor).